This data is from Forward reaction prediction with 1.9M reactions from USPTO patents (1976-2016). The task is: Predict the product of the given reaction. (1) Given the reactants [Br:1][C:2]1[CH:3]=[C:4]2[C:9](=[CH:10][N:11]=1)[N:8]([C@H:12]1[CH2:17][CH2:16][CH2:15][N:14](C(OC(C)(C)C)=O)[CH2:13]1)[CH:7]=[C:6]([C:25]([O:27][CH2:28][CH3:29])=[O:26])[C:5]2=[O:30].[ClH:31], predict the reaction product. The product is: [ClH:31].[Br:1][C:2]1[CH:3]=[C:4]2[C:9](=[CH:10][N:11]=1)[N:8]([C@H:12]1[CH2:17][CH2:16][CH2:15][NH:14][CH2:13]1)[CH:7]=[C:6]([C:25]([O:27][CH2:28][CH3:29])=[O:26])[C:5]2=[O:30]. (2) Given the reactants [Br:1][C:2]1[CH:3]=[C:4]2[C:9](=[CH:10][CH:11]=1)[N:8]=[CH:7][C:6]([C:12]([CH:14]1[CH2:16][CH2:15]1)=[O:13])=[C:5]2Cl.[NH2:18][C@@H:19]1[CH2:24][CH2:23][C@H:22]([NH:25][C:26](=[O:32])[O:27][C:28]([CH3:31])([CH3:30])[CH3:29])[CH2:21][CH2:20]1, predict the reaction product. The product is: [Br:1][C:2]1[CH:3]=[C:4]2[C:9](=[CH:10][CH:11]=1)[N:8]=[CH:7][C:6]([C:12]([CH:14]1[CH2:16][CH2:15]1)=[O:13])=[C:5]2[NH:18][C@@H:19]1[CH2:24][CH2:23][C@H:22]([NH:25][C:26](=[O:32])[O:27][C:28]([CH3:30])([CH3:29])[CH3:31])[CH2:21][CH2:20]1. (3) Given the reactants [CH2:1]([C@H:8]1[CH2:13][N:12]([C:14]2[CH:23]=[CH:22][C:21]([O:24][CH3:25])=[C:20]3[C:15]=2[CH:16]=[CH:17][C:18]([C:26]([F:29])([F:28])[F:27])=[N:19]3)[CH2:11][CH2:10][N:9]1[CH2:30][C:31]([OH:33])=O)[C:2]1[CH:7]=[CH:6][CH:5]=[CH:4][CH:3]=1.Cl.[CH2:35]([O:38][NH2:39])[CH:36]=[CH2:37].C(N(CC)CC)C.C1CCC(N=C=NC2CCCCC2)CC1, predict the reaction product. The product is: [CH2:35]([O:38][NH:39][C:31](=[O:33])[CH2:30][N:9]1[CH2:10][CH2:11][N:12]([C:14]2[CH:23]=[CH:22][C:21]([O:24][CH3:25])=[C:20]3[C:15]=2[CH:16]=[CH:17][C:18]([C:26]([F:27])([F:28])[F:29])=[N:19]3)[CH2:13][C@@H:8]1[CH2:1][C:2]1[CH:3]=[CH:4][CH:5]=[CH:6][CH:7]=1)[CH:36]=[CH2:37]. (4) The product is: [CH2:25]([S:27]([C:30]1[CH:35]=[CH:34][C:33]([CH2:20][Cl:24])=[CH:32][CH:31]=1)(=[O:28])=[O:29])[CH3:26]. Given the reactants C1(P(C2C=CC=CC=2)C2C=CC=CC=2)C=CC=CC=1.[C:20]([Cl:24])(Cl)(Cl)Cl.[CH2:25]([S:27]([C:30]1[CH:35]=[CH:34][C:33](CO)=[CH:32][CH:31]=1)(=[O:29])=[O:28])[CH3:26], predict the reaction product. (5) Given the reactants [F:1][CH:2]([F:38])[C:3]1[C:4]([F:37])=[C:5]([S:26]([NH:29][C@@H:30]([CH2:35][CH3:36])[C:31]([F:34])([F:33])[F:32])(=[O:28])=[O:27])[CH:6]=[CH:7][C:8]=1[C:9]1[S:13][C:12]([C:14]2[N:18]=[C:17]([CH2:19][C:20]([OH:23])([CH3:22])[CH3:21])[O:16][N:15]=2)=[N:11][C:10]=1[CH2:24][OH:25].C(O)(=[O:41])C.C(O)(=O)C.IC1C=CC=CC=1.CC1(C)N([O])C(C)(C)CCC1, predict the reaction product. The product is: [F:38][CH:2]([F:1])[C:3]1[C:4]([F:37])=[C:5]([S:26](=[O:28])(=[O:27])[NH:29][C@@H:30]([CH2:35][CH3:36])[C:31]([F:32])([F:34])[F:33])[CH:6]=[CH:7][C:8]=1[C:9]1[S:13][C:12]([C:14]2[N:18]=[C:17]([CH2:19][C:20]([OH:23])([CH3:21])[CH3:22])[O:16][N:15]=2)=[N:11][C:10]=1[C:24]([OH:41])=[O:25].